Task: Predict which catalyst facilitates the given reaction.. Dataset: Catalyst prediction with 721,799 reactions and 888 catalyst types from USPTO (1) Reactant: Cl.Cl.N[C:4]1[CH:9]=[C:8]([SH:10])[C:7]([NH2:11])=[CH:6][C:5]=1S.[NH2:13][C:14]1[CH:22]=[CH:21][C:17]([C:18](O)=O)=[CH:16][CH:15]=1.[CH3:23][S:24](O)(=O)=O.Cl.[OH-].[NH4+:30]. Product: [S:24]1[C:4]2[CH:9]=[C:8]3[S:10][C:18]([C:17]4[CH:21]=[CH:22][C:14]([NH2:13])=[CH:15][CH:16]=4)=[N:11][C:7]3=[CH:6][C:5]=2[N:30]=[C:23]1[C:4]1[CH:9]=[CH:8][C:7]([NH2:11])=[CH:6][CH:5]=1. The catalyst class is: 6. (2) Reactant: O[CH2:2][C:3]1[CH:4]=[C:5]([NH:11][C:12]([C:14]2[S:15][CH:16]=[CH:17][CH:18]=2)=[NH:13])[CH:6]=[CH:7][C:8]=1[O:9][CH3:10].S(Cl)([Cl:21])=O.C(OCC)C. Product: [ClH:21].[Cl:21][CH2:2][C:3]1[CH:4]=[C:5]([NH:11][C:12]([C:14]2[S:15][CH:16]=[CH:17][CH:18]=2)=[NH:13])[CH:6]=[CH:7][C:8]=1[O:9][CH3:10]. The catalyst class is: 4. (3) Product: [CH3:1][N:2]([CH2:3][C:4]1[O:5][C:6]2[CH:13]=[CH:12][CH:11]=[CH:10][C:7]=2[C:8]=1[CH3:9])[C:15](=[O:40])/[CH:14]=[CH:16]/[C:24]1[CH:25]=[N:26][C:27]2[NH:36][C:35](=[O:37])[C@@H:34]3[N:30]([CH2:31][CH2:32][CH2:33]3)[CH2:29][C:28]=2[CH:38]=1. The catalyst class is: 18. Reactant: [CH3:1][NH:2][CH2:3][C:4]1[O:5][C:6]2[CH:13]=[CH:12][CH:11]=[CH:10][C:7]=2[C:8]=1[CH3:9].[CH:14](N(C(C)C)CC)([CH3:16])[CH3:15].Br[C:24]1[CH:25]=[N:26][C:27]2[NH:36][C:35](=[O:37])[C@@H:34]3[N:30]([CH2:31][CH2:32][CH2:33]3)[CH2:29][C:28]=2[CH:38]=1.O.[OH:40]N1C2C=CC=CC=2N=N1.Cl.CN(C)CCCN=C=NCC. (4) Reactant: [C:1]([Cu])#[N:2].Br[C:5]1[CH:6]=[C:7]([CH:28]=[CH:29][C:30]=1[F:31])[C:8]([NH:10][C:11]1[C:12]([NH:17][C:18](=[O:27])[C:19]2[CH:24]=[CH:23][C:22]([O:25][CH3:26])=[CH:21][CH:20]=2)=[CH:13][CH:14]=[CH:15][CH:16]=1)=[O:9]. Product: [C:1]([C:5]1[CH:6]=[C:7]([CH:28]=[CH:29][C:30]=1[F:31])[C:8]([NH:10][C:11]1[C:12]([NH:17][C:18](=[O:27])[C:19]2[CH:24]=[CH:23][C:22]([O:25][CH3:26])=[CH:21][CH:20]=2)=[CH:13][CH:14]=[CH:15][CH:16]=1)=[O:9])#[N:2]. The catalyst class is: 514. (5) Reactant: [Br:1][C:2]1[C:3](F)=[C:4]([C:15]2[CH:20]=[CH:19][CH:18]=[CH:17][CH:16]=2)[CH:5]=[C:6]([C:9]2[CH:14]=[CH:13][CH:12]=[CH:11][CH:10]=2)[C:7]=1F.[C:22]1([C:29]2[CH:34]=[CH:33][CH:32]=[CH:31][CH:30]=2)[CH:27]=[CH:26][CH:25]=[C:24]([OH:28])[CH:23]=1.[C:35](=[O:38])([O-])[O-].[K+].[K+]. Product: [C:22]1([C:29]2[CH:30]=[CH:31][CH:32]=[CH:33][CH:34]=2)[CH:27]=[CH:26][CH:25]=[C:24]([O:28][C:3]2[C:2]([Br:1])=[C:7]([O:38][C:35]3[CH:20]=[C:15]([C:4]4[CH:3]=[CH:2][CH:7]=[CH:6][CH:5]=4)[CH:16]=[CH:17][CH:18]=3)[C:6]([C:9]3[CH:14]=[CH:13][CH:12]=[CH:11][CH:10]=3)=[CH:5][C:4]=2[C:15]2[CH:20]=[CH:19][CH:18]=[CH:17][CH:16]=2)[CH:23]=1. The catalyst class is: 37. (6) Reactant: [CH3:1][C:2]1[C:3]([C:18]([OH:20])=O)=[N:4][CH:5]=[C:6]([C:8]2[CH:13]=[CH:12][CH:11]=[C:10]([C:14]([F:17])([F:16])[F:15])[CH:9]=2)[CH:7]=1.F[P-](F)(F)(F)(F)F.N1(OC(N(C)C)=[N+](C)C)C2N=CC=CC=2N=N1.CCN(CC)CC.[N:52]1([CH:57]2[CH2:62][CH2:61][NH:60][CH2:59][CH2:58]2)[CH2:56][CH2:55][CH2:54][CH2:53]1. Product: [CH3:1][C:2]1[C:3]([C:18]([N:60]2[CH2:61][CH2:62][CH:57]([N:52]3[CH2:56][CH2:55][CH2:54][CH2:53]3)[CH2:58][CH2:59]2)=[O:20])=[N:4][CH:5]=[C:6]([C:8]2[CH:13]=[CH:12][CH:11]=[C:10]([C:14]([F:15])([F:16])[F:17])[CH:9]=2)[CH:7]=1. The catalyst class is: 3. (7) Reactant: [Cl:1][C:2]1[CH:7]=[CH:6][C:5]([CH2:8][C:9]#[N:10])=[C:4]([F:11])[CH:3]=1.[Cl:12][C:13]1[CH:14]=[C:15]([CH:18]=[C:19]([F:21])[CH:20]=1)[CH:16]=O.C[O-].[Na+]. Product: [Cl:12][C:13]1[CH:14]=[C:15](/[CH:16]=[C:8](/[C:5]2[CH:6]=[CH:7][C:2]([Cl:1])=[CH:3][C:4]=2[F:11])\[C:9]#[N:10])[CH:18]=[C:19]([F:21])[CH:20]=1. The catalyst class is: 5.